From a dataset of Forward reaction prediction with 1.9M reactions from USPTO patents (1976-2016). Predict the product of the given reaction. (1) Given the reactants [H-].[Na+].[F:3][C:4]1[CH:5]=[C:6]([CH:34]([OH:36])[CH3:35])[CH:7]=[CH:8][C:9]=1[N:10]1[CH2:15][CH2:14][N:13]([C:16]([C:18]2[CH:23]=[C:22]([S:24]([CH3:27])(=[O:26])=[O:25])[CH:21]=[CH:20][C:19]=2[C:28]2[CH:33]=[CH:32][CH:31]=[CH:30][CH:29]=2)=[O:17])[CH2:12][CH2:11]1.[CH3:37]I, predict the reaction product. The product is: [F:3][C:4]1[CH:5]=[C:6]([CH:34]([O:36][CH3:37])[CH3:35])[CH:7]=[CH:8][C:9]=1[N:10]1[CH2:11][CH2:12][N:13]([C:16]([C:18]2[CH:23]=[C:22]([S:24]([CH3:27])(=[O:26])=[O:25])[CH:21]=[CH:20][C:19]=2[C:28]2[CH:29]=[CH:30][CH:31]=[CH:32][CH:33]=2)=[O:17])[CH2:14][CH2:15]1.[CH3:37][O:36][CH3:34]. (2) Given the reactants COC1C=C(C(C=O)=O)C=CC=1OC.CO.[NH2:17][C:18]1[N:27]=[C:26]([O:28][CH2:29]C)[C:25]2[C:20](=[N:21][C:22]([C:31]3[CH:36]=[CH:35][C:34]([O:37][CH3:38])=[C:33]([O:39][CH3:40])[CH:32]=3)=[CH:23][N:24]=2)[N:19]=1, predict the reaction product. The product is: [NH2:17][C:18]1[N:27]=[C:26]([O:28][CH3:29])[C:25]2[C:20](=[N:21][C:22]([C:31]3[CH:36]=[CH:35][C:34]([O:37][CH3:38])=[C:33]([O:39][CH3:40])[CH:32]=3)=[CH:23][N:24]=2)[N:19]=1. (3) Given the reactants [Cl:1][C:2]1[C:7]([F:8])=[CH:6][CH:5]=[C:4]([O:9][CH3:10])[C:3]=1[C@H:11]([C:13]1[C:21]2[C:16](=[N:17][CH:18]=[C:19]([C:22]3[CH:23]=[N:24][N:25]([C@H:28]4[CH2:33][CH2:32][C@H:31]([C:34](O)=[O:35])[CH2:30][CH2:29]4)[C:26]=3[CH3:27])[CH:20]=2)[NH:15][CH:14]=1)[CH3:12].Cl.[CH3:38][NH:39][CH3:40].CN(C(ON1N=NC2C=CC=CC1=2)=[N+](C)C)C.[B-](F)(F)(F)F.CCN(C(C)C)C(C)C.C(Cl)Cl, predict the reaction product. The product is: [Cl:1][C:2]1[C:7]([F:8])=[CH:6][CH:5]=[C:4]([O:9][CH3:10])[C:3]=1[C@H:11]([C:13]1[C:21]2[C:16](=[N:17][CH:18]=[C:19]([C:22]3[CH:23]=[N:24][N:25]([C@H:28]4[CH2:29][CH2:30][C@H:31]([C:34]([N:39]([CH3:40])[CH3:38])=[O:35])[CH2:32][CH2:33]4)[C:26]=3[CH3:27])[CH:20]=2)[NH:15][CH:14]=1)[CH3:12]. (4) Given the reactants C(OC([N:11]1[CH2:15][C:14](=[O:16])[N:13]=[C:12]1[NH:17][CH2:18][C:19]1[CH:24]=[CH:23][C:22]([C:25]([F:28])([F:27])[F:26])=[CH:21][C:20]=1[C:29]([F:32])([F:31])[F:30])=O)C1C=CC=CC=1.[CH:33]([C:35]1[N:36]=[C:37]2[C:42](=[CH:43][CH:44]=1)[N:41]=[CH:40][C:39]([C:45]#[N:46])=[C:38]2[O:47][CH:48]([CH3:50])[CH3:49])=O.N1CCCCC1, predict the reaction product. The product is: [F:32][C:29]([F:30])([F:31])[C:20]1[CH:21]=[C:22]([C:25]([F:26])([F:28])[F:27])[CH:23]=[CH:24][C:19]=1[CH2:18][NH:17][C:12]1[NH:11][C:15](=[CH:33][C:35]2[N:36]=[C:37]3[C:42](=[CH:43][CH:44]=2)[N:41]=[CH:40][C:39]([C:45]#[N:46])=[C:38]3[O:47][CH:48]([CH3:50])[CH3:49])[C:14](=[O:16])[N:13]=1. (5) Given the reactants [CH3:1][C:2]1[CH:3]=[C:4]([CH2:11][CH:12]([NH:16][C:17]([N:19]2[CH2:24][CH2:23][CH:22]([N:25]3[CH2:34][C:33]4[C:28](=[CH:29][CH:30]=[CH:31][CH:32]=4)[NH:27][C:26]3=[O:35])[CH2:21][CH2:20]2)=[O:18])[C:13]([OH:15])=[O:14])[CH:5]=[C:6]2[C:10]=1[NH:9][N:8]=[CH:7]2.C1(N=C=NC2CCCCC2)CCCCC1.FC1C(O)=C(F)C(F)=C(F)C=1F.[C:63](O)([CH3:66])([CH3:65])[CH3:64].C([Li])(CC)C.C1CCCCC1, predict the reaction product. The product is: [C:63]([O:14][C:13](=[O:15])[CH:12]([NH:16][C:17]([N:19]1[CH2:20][CH2:21][CH:22]([N:25]2[CH2:34][C:33]3[C:28](=[CH:29][CH:30]=[CH:31][CH:32]=3)[NH:27][C:26]2=[O:35])[CH2:23][CH2:24]1)=[O:18])[CH2:11][C:4]1[CH:5]=[C:6]2[C:10](=[C:2]([CH3:1])[CH:3]=1)[NH:9][N:8]=[CH:7]2)([CH3:66])([CH3:65])[CH3:64]. (6) Given the reactants CS(O[CH2:6][C:7]([CH3:17])([N:9]1[CH:13]=[C:12]([N+:14]([O-:16])=[O:15])[CH:11]=[N:10]1)[CH3:8])(=O)=O.[I-:18].[Na+].O, predict the reaction product. The product is: [I:18][CH2:6][C:7]([N:9]1[CH:13]=[C:12]([N+:14]([O-:16])=[O:15])[CH:11]=[N:10]1)([CH3:17])[CH3:8]. (7) Given the reactants [C:1]1([C@H:7]([CH2:9][OH:10])[NH2:8])[CH:6]=[CH:5][CH:4]=[CH:3][CH:2]=1.[CH3:11][CH:12]([CH3:20])[C:13](=O)[C:14](OCC)=[O:15], predict the reaction product. The product is: [CH:12]([C:13]1[C:14](=[O:15])[O:10][CH2:9][C@@H:7]([C:1]2[CH:6]=[CH:5][CH:4]=[CH:3][CH:2]=2)[N:8]=1)([CH3:20])[CH3:11]. (8) Given the reactants [N+:1]([C:4]1[C:5]([NH:13][C@H:14]2[CH2:19][CH2:18][C@H:17]([CH2:20][S:21]([OH:24])(=O)=[O:22])[CH2:16][CH2:15]2)=[C:6]2[S:12][CH:11]=[CH:10][C:7]2=[N:8][CH:9]=1)([O-:3])=[O:2].S(Cl)([Cl:27])=O, predict the reaction product. The product is: [N+:1]([C:4]1[C:5]([NH:13][C@H:14]2[CH2:19][CH2:18][C@H:17]([CH2:20][S:21]([Cl:27])(=[O:24])=[O:22])[CH2:16][CH2:15]2)=[C:6]2[S:12][CH:11]=[CH:10][C:7]2=[N:8][CH:9]=1)([O-:3])=[O:2].